From a dataset of Reaction yield outcomes from USPTO patents with 853,638 reactions. Predict the reaction yield, written as a fraction of the theoretical maximum amount of product (1.0 means a 100% yield; for example, 0.34 means a 34% yield). The reactants are [NH2:1][C:2](=[S:16])[CH2:3][C:4]1[CH:14]=[CH:13][C:7]([C:8]([O:10][CH2:11][CH3:12])=[O:9])=[CH:6][C:5]=1[F:15].Br[CH2:18][C:19]([C:21]1[CH:26]=[CH:25][CH:24]=[C:23]([C:27]([F:30])([F:29])[F:28])[CH:22]=1)=O. The catalyst is C(O)C. The product is [F:15][C:5]1[CH:6]=[C:7]([CH:13]=[CH:14][C:4]=1[CH2:3][C:2]1[S:16][CH:18]=[C:19]([C:21]2[CH:26]=[CH:25][CH:24]=[C:23]([C:27]([F:28])([F:29])[F:30])[CH:22]=2)[N:1]=1)[C:8]([O:10][CH2:11][CH3:12])=[O:9]. The yield is 0.800.